The task is: Regression. Given two drug SMILES strings and cell line genomic features, predict the synergy score measuring deviation from expected non-interaction effect.. This data is from NCI-60 drug combinations with 297,098 pairs across 59 cell lines. Drug 1: COC1=NC(=NC2=C1N=CN2C3C(C(C(O3)CO)O)O)N. Drug 2: CCCCC(=O)OCC(=O)C1(CC(C2=C(C1)C(=C3C(=C2O)C(=O)C4=C(C3=O)C=CC=C4OC)O)OC5CC(C(C(O5)C)O)NC(=O)C(F)(F)F)O. Cell line: HOP-92. Synergy scores: CSS=65.0, Synergy_ZIP=-1.36, Synergy_Bliss=2.07, Synergy_Loewe=2.31, Synergy_HSA=6.33.